Dataset: Full USPTO retrosynthesis dataset with 1.9M reactions from patents (1976-2016). Task: Predict the reactants needed to synthesize the given product. (1) Given the product [CH2:1]([O:3][C:4]([C:6]1[NH:7][C:8]2[C:13]([C:14]=1[C:32]1[CH:33]=[CH:34][CH:35]=[C:30]([CH3:39])[CH:31]=1)=[CH:12][C:11]([NH:16][S:17]([C:20]1[CH:25]=[CH:24][C:23]([C:26]([CH3:29])([CH3:28])[CH3:27])=[CH:22][CH:21]=1)(=[O:19])=[O:18])=[CH:10][CH:9]=2)=[O:5])[CH3:2], predict the reactants needed to synthesize it. The reactants are: [CH2:1]([O:3][C:4]([C:6]1[NH:7][C:8]2[C:13]([C:14]=1Br)=[CH:12][C:11]([NH:16][S:17]([C:20]1[CH:25]=[CH:24][C:23]([C:26]([CH3:29])([CH3:28])[CH3:27])=[CH:22][CH:21]=1)(=[O:19])=[O:18])=[CH:10][CH:9]=2)=[O:5])[CH3:2].[C:30]1([CH3:39])[CH:35]=[CH:34][CH:33]=[C:32](B(O)O)[CH:31]=1. (2) Given the product [CH:30]([O:29][C:27](=[O:28])[N:14]([S:15]([CH3:18])(=[O:16])=[O:17])[N:8]1[C:7](=[O:19])[C:6]2[C:11](=[CH:12][C:3]([CH2:1][CH3:2])=[C:4]([C:20]3[N:21]([CH3:25])[N:22]=[CH:23][CH:24]=3)[CH:5]=2)[NH:10][C:9]1=[O:13])([CH3:32])[CH3:31], predict the reactants needed to synthesize it. The reactants are: [CH2:1]([C:3]1[CH:12]=[C:11]2[C:6]([C:7](=[O:19])[N:8]([NH:14][S:15]([CH3:18])(=[O:17])=[O:16])[C:9](=[O:13])[NH:10]2)=[CH:5][C:4]=1[C:20]1[N:21]([CH3:25])[N:22]=[CH:23][CH:24]=1)[CH3:2].Cl[C:27]([O:29][CH:30]([CH3:32])[CH3:31])=[O:28]. (3) Given the product [C:1]([O:5][C:6]([N:8]1[C:16]2[CH:15]=[C:14]([O:27][C:22]3[CH:23]=[CH:24][CH:25]=[CH:26][C:21]=3[Cl:20])[N:13]=[CH:12][C:11]=2[C:10]([CH3:19])([CH3:18])[CH2:9]1)=[O:7])([CH3:4])([CH3:3])[CH3:2], predict the reactants needed to synthesize it. The reactants are: [C:1]([O:5][C:6]([N:8]1[C:16]2[CH:15]=[C:14](Br)[N:13]=[CH:12][C:11]=2[C:10]([CH3:19])([CH3:18])[CH2:9]1)=[O:7])([CH3:4])([CH3:3])[CH3:2].[Cl:20][C:21]1[CH:26]=[CH:25][CH:24]=[CH:23][C:22]=1[OH:27].N1C=CC=CC=1C(O)=O.P([O-])([O-])([O-])=O.[K+].[K+].[K+]. (4) Given the product [CH:2]12[CH2:11][CH:6]3[CH2:7][CH:8]([CH2:10][CH:4]([CH2:5]3)[CH:3]1[CH2:12][NH:13][CH:18]1[CH2:17][CH2:16][C:15]([CH3:40])([CH3:14])[CH2:20][CH:19]1[CH2:21][N:22]1[CH2:23][CH2:24][N:25]([C:28]3[CH:38]=[CH:37][C:31]([C:32]([O:34][CH2:35][CH3:36])=[O:33])=[CH:30][CH:29]=3)[CH2:26][CH2:27]1)[CH2:9]2, predict the reactants needed to synthesize it. The reactants are: Cl.[CH:2]12[CH2:11][CH:6]3[CH2:7][CH:8]([CH2:10][CH:4]([CH2:5]3)[CH:3]1[CH2:12][NH2:13])[CH2:9]2.[CH3:14][C:15]1([CH3:40])[CH2:20][CH:19]([CH2:21][N:22]2[CH2:27][CH2:26][N:25]([C:28]3[CH:38]=[CH:37][C:31]([C:32]([O:34][CH2:35][CH3:36])=[O:33])=[CH:30][CH:29]=3)[CH2:24][CH2:23]2)[C:18](=O)[CH2:17][CH2:16]1.C([O-])(=O)C.[Na+].C(O[BH-](OC(=O)C)OC(=O)C)(=O)C.[Na+]. (5) The reactants are: [O:1]=O.[CH3:3][C:4]1([CH3:19])[O:9][C:8]2[CH:10]=[CH:11][C:12]3[C:17]([C:7]=2[CH:6]=[CH:5]1)=[CH:16][CH:15]=[C:14]([OH:18])[CH:13]=3. Given the product [CH3:3][C:4]1([CH3:19])[O:9][C:8]2[CH:10]=[CH:11][C:12]3[C:13](=[O:1])[C:14](=[O:18])[CH:15]=[CH:16][C:17]=3[C:7]=2[CH:6]=[CH:5]1, predict the reactants needed to synthesize it.